This data is from Catalyst prediction with 721,799 reactions and 888 catalyst types from USPTO. The task is: Predict which catalyst facilitates the given reaction. (1) Product: [CH3:19][O:20][C:21]1[CH:26]=[CH:25][CH:24]=[CH:23][C:22]=1[C:2]1[N:7]=[CH:6][N:5]=[C:4]([NH:8][C:9]2[CH:10]=[C:11]([S:15]([NH2:18])(=[O:17])=[O:16])[CH:12]=[CH:13][CH:14]=2)[N:3]=1. Reactant: Cl[C:2]1[N:7]=[CH:6][N:5]=[C:4]([NH:8][C:9]2[CH:10]=[C:11]([S:15]([NH2:18])(=[O:17])=[O:16])[CH:12]=[CH:13][CH:14]=2)[N:3]=1.[CH3:19][O:20][C:21]1[CH:26]=[CH:25][CH:24]=[CH:23][C:22]=1B(O)O.[O-]P([O-])([O-])=O.[K+].[K+].[K+]. The catalyst class is: 117. (2) The catalyst class is: 4. Product: [CH2:1]([O:4][C:5](=[O:40])[C@@H:6]([NH:32][C:33]([O:35][C:36]([CH3:39])([CH3:38])[CH3:37])=[O:34])[CH2:7][C:8]1[CH:9]=[CH:10][C:11]([O:12][C:13]([NH:15][CH2:16][CH2:17][C@H:18]([NH:22][C:23]([O:25][C:26]([CH3:29])([CH3:28])[CH3:27])=[O:24])[C:19]([NH:63][C@H:62]([C:64]([NH:66][CH2:67][C:68]([NH2:70])=[O:69])=[O:65])[CH2:61][S:60][C:41]([C:42]2[CH:47]=[CH:46][CH:45]=[CH:44][CH:43]=2)([C:48]2[CH:53]=[CH:52][CH:51]=[CH:50][CH:49]=2)[C:54]2[CH:55]=[CH:56][CH:57]=[CH:58][CH:59]=2)=[O:20])=[O:14])=[CH:30][CH:31]=1)[CH:2]=[CH2:3]. Reactant: [CH2:1]([O:4][C:5](=[O:40])[C@@H:6]([NH:32][C:33]([O:35][C:36]([CH3:39])([CH3:38])[CH3:37])=[O:34])[CH2:7][C:8]1[CH:31]=[CH:30][C:11]([O:12][C:13]([NH:15][CH2:16][CH2:17][C@H:18]([NH:22][C:23]([O:25][C:26]([CH3:29])([CH3:28])[CH3:27])=[O:24])[C:19](O)=[O:20])=[O:14])=[CH:10][CH:9]=1)[CH:2]=[CH2:3].[C:41]([S:60][CH2:61][C@@H:62]([C:64]([NH:66][CH2:67][C:68]([NH2:70])=[O:69])=[O:65])[NH2:63])([C:54]1[CH:59]=[CH:58][CH:57]=[CH:56][CH:55]=1)([C:48]1[CH:53]=[CH:52][CH:51]=[CH:50][CH:49]=1)[C:42]1[CH:47]=[CH:46][CH:45]=[CH:44][CH:43]=1.C(N(CC)C(C)C)(C)C.CN(C(ON1N=NC2C=CC=NC1=2)=[N+](C)C)C.F[P-](F)(F)(F)(F)F. (3) Reactant: [C:1]([O:5][C:6]([NH:8][CH:9]1[CH2:14][CH2:13][CH:12]([CH2:15][C:16](O)=[O:17])[CH2:11][CH2:10]1)=[O:7])([CH3:4])([CH3:3])[CH3:2].CO. Product: [C:1]([O:5][C:6](=[O:7])[NH:8][C@H:9]1[CH2:10][CH2:11][C@H:12]([CH2:15][CH2:16][OH:17])[CH2:13][CH2:14]1)([CH3:4])([CH3:2])[CH3:3]. The catalyst class is: 7. (4) Reactant: [C:1]1([S:7]([NH2:10])(=[O:9])=[O:8])[CH:6]=[CH:5][CH:4]=[CH:3][CH:2]=1.I[C:12]1[CH:17]=[CH:16][CH:15]=[CH:14][CH:13]=1.C(=O)([O-])[O-].[Cs+].[Cs+]. Product: [C:12]1([NH:10][S:7]([C:1]2[CH:6]=[CH:5][CH:4]=[CH:3][CH:2]=2)(=[O:9])=[O:8])[CH:17]=[CH:16][CH:15]=[CH:14][CH:13]=1. The catalyst class is: 3.